Dataset: Full USPTO retrosynthesis dataset with 1.9M reactions from patents (1976-2016). Task: Predict the reactants needed to synthesize the given product. (1) Given the product [CH3:1][C:2]1[C:7]([CH:8]([CH2:13][CH2:14][CH3:15])[C:9]([OH:11])=[O:10])=[C:6]([O:16][C:17]2[CH:18]=[CH:19][CH:20]=[CH:21][CH:22]=2)[N:5]=[C:4]([C:23]2[CH:28]=[CH:27][CH:26]=[CH:25][CH:24]=2)[N:3]=1, predict the reactants needed to synthesize it. The reactants are: [CH3:1][C:2]1[C:7]([CH:8]([CH2:13][CH2:14][CH3:15])[C:9]([O:11]C)=[O:10])=[C:6]([O:16][C:17]2[CH:22]=[CH:21][CH:20]=[CH:19][CH:18]=2)[N:5]=[C:4]([C:23]2[CH:28]=[CH:27][CH:26]=[CH:25][CH:24]=2)[N:3]=1.[OH-].[Na+]. (2) The reactants are: C([N:3]([CH2:6][CH3:7])CC)C.[CH:8]([C:11]1[CH:17]=[CH:16][CH:15]=[C:14]([CH:18]([CH3:20])[CH3:19])[C:12]=1[NH2:13])([CH3:10])[CH3:9].[C:21](Cl)(=[O:31])[C:22]1[C:23](=[CH:27][CH:28]=[CH:29][CH:30]=1)[C:24](Cl)=[O:25]. Given the product [CH:18]([C:14]1[CH:15]=[CH:16][CH:17]=[C:11]([CH:8]([CH3:10])[CH3:9])[C:12]=1[NH:13][C:21](=[O:31])[C:22]1[C:23](=[CH:27][CH:28]=[CH:29][CH:30]=1)[C:24]([NH:3][C:6]1[C:7]([CH:8]([CH3:10])[CH3:9])=[CH:16][CH:17]=[CH:11][C:12]=1[CH:14]([CH3:18])[CH3:15])=[O:25])([CH3:20])[CH3:19], predict the reactants needed to synthesize it.